Dataset: Full USPTO retrosynthesis dataset with 1.9M reactions from patents (1976-2016). Task: Predict the reactants needed to synthesize the given product. Given the product [CH2:2]([N:1]1[CH:10]=[C:9]([CH3:8])[N:11]=[C:37]1[CH2:38][N:11]([CH:9]1[C:10]2[N:1]=[CH:2][CH:3]=[CH:4][C:5]=2[CH2:6][CH2:7][CH2:8]1)[CH2:12][CH2:13][CH2:14][CH2:15][N:16]1[C:24](=[O:25])[C:23]2[C:18](=[CH:19][CH:20]=[CH:21][CH:22]=2)[C:17]1=[O:26])[CH:3]=[CH2:4], predict the reactants needed to synthesize it. The reactants are: [N:1]1[C:10]2[CH:9]([NH:11][CH2:12][CH2:13][CH2:14][CH2:15][N:16]3[C:24](=[O:25])[C:23]4[C:18](=[CH:19][CH:20]=[CH:21][CH:22]=4)[C:17]3=[O:26])[CH2:8][CH2:7][CH2:6][C:5]=2[CH:4]=[CH:3][CH:2]=1.C(O[BH-](O[C:37](=O)[CH3:38])OC(=O)C)(=O)C.[Na+].